This data is from TCR-epitope binding with 47,182 pairs between 192 epitopes and 23,139 TCRs. The task is: Binary Classification. Given a T-cell receptor sequence (or CDR3 region) and an epitope sequence, predict whether binding occurs between them. (1) The epitope is TVYDPLQPELDSFK. The TCR CDR3 sequence is CASSYGPPYEQYF. Result: 0 (the TCR does not bind to the epitope). (2) The epitope is AVFDRKSDAK. The TCR CDR3 sequence is CATRAKYQETQYF. Result: 1 (the TCR binds to the epitope). (3) The epitope is KLGGALQAK. The TCR CDR3 sequence is CASSQKQTPSNYGYTF. Result: 1 (the TCR binds to the epitope). (4) The epitope is LLMPILTLT. The TCR CDR3 sequence is CASSPGQGSYYEQYF. Result: 0 (the TCR does not bind to the epitope). (5) The epitope is KTSVDCTMYI. The TCR CDR3 sequence is CASSLGVGGGQPQHF. Result: 0 (the TCR does not bind to the epitope). (6) The epitope is KRWIILGLNK. The TCR CDR3 sequence is CASSFGQGAIEQYF. Result: 1 (the TCR binds to the epitope). (7) The epitope is FLYALALLL. The TCR CDR3 sequence is CSASDNMVGAYEQYF. Result: 0 (the TCR does not bind to the epitope). (8) Result: 1 (the TCR binds to the epitope). The TCR CDR3 sequence is CASSHLDSPISNQPQHF. The epitope is KRWIILGLNK.